The task is: Predict the product of the given reaction.. This data is from Forward reaction prediction with 1.9M reactions from USPTO patents (1976-2016). Given the reactants [OH:1][CH2:2][CH2:3][CH2:4][CH2:5][CH2:6][CH2:7][CH:8]([P:13]([OH:16])(=[O:15])[OH:14])[P:9]([OH:12])(=[O:11])[OH:10].[C:17](Cl)(=[O:21])[C:18]([CH3:20])=[CH2:19], predict the reaction product. The product is: [C:17]([O:1][CH2:2][CH2:3][CH2:4][CH2:5][CH2:6][CH2:7][CH:8]([P:13]([OH:16])(=[O:14])[OH:15])[P:9]([OH:10])(=[O:12])[OH:11])(=[O:21])[C:18]([CH3:20])=[CH2:19].